Dataset: Catalyst prediction with 721,799 reactions and 888 catalyst types from USPTO. Task: Predict which catalyst facilitates the given reaction. (1) Reactant: [NH:1]1[CH2:7][CH2:6][CH2:5][CH2:4][CH2:3][CH2:2]1.CCN(C(C)C)C(C)C.N1C=CC=CC=1.S(Cl)([Cl:25])=O.C([O:30][CH2:31]C)(=O)C. Product: [N:1]1([C:31]([Cl:25])=[O:30])[CH2:7][CH2:6][CH2:5][CH2:4][CH2:3][CH2:2]1. The catalyst class is: 11. (2) Reactant: [F:1][C:2]1[CH:32]=[C:31]([N+:33]([O-:35])=[O:34])[CH:30]=[CH:29][C:3]=1[O:4][C:5]1[CH:10]=[CH:9][N:8]=[C:7]2[CH:11]=[C:12]([C:14]3[N:19]=[CH:18][C:17]([CH2:20][NH:21][CH2:22][CH2:23][O:24][CH2:25][CH2:26][O:27][CH3:28])=[CH:16][CH:15]=3)[S:13][C:6]=12.C(N(CC)CC)C.[CH3:43][C:44]([O:47][C:48](O[C:48]([O:47][C:44]([CH3:46])([CH3:45])[CH3:43])=[O:49])=[O:49])([CH3:46])[CH3:45]. Product: [F:1][C:2]1[CH:32]=[C:31]([N+:33]([O-:35])=[O:34])[CH:30]=[CH:29][C:3]=1[O:4][C:5]1[CH:10]=[CH:9][N:8]=[C:7]2[CH:11]=[C:12]([C:14]3[N:19]=[CH:18][C:17]([CH2:20][N:21]([CH2:22][CH2:23][O:24][CH2:25][CH2:26][O:27][CH3:28])[C:48](=[O:49])[O:47][C:44]([CH3:46])([CH3:45])[CH3:43])=[CH:16][CH:15]=3)[S:13][C:6]=12. The catalyst class is: 154. (3) Reactant: [Br:1][C:2]1[CH:3]=[C:4]([CH2:8][CH2:9][CH2:10][CH2:11]OS(C2C=CC(C)=CC=2)(=O)=O)[CH:5]=[CH:6][CH:7]=1.[C-:23]#[N:24].[Na+]. Product: [Br:1][C:2]1[CH:3]=[C:4]([CH2:8][CH2:9][CH2:10][CH2:11][C:23]#[N:24])[CH:5]=[CH:6][CH:7]=1. The catalyst class is: 58. (4) Reactant: [F:1][C:2]1[CH:3]=[CH:4][C:5]([C:8]([O:10][CH3:11])=[O:9])=[N:6][CH:7]=1.C1C=C(Cl)C=C(C(OO)=[O:20])C=1.[O-]S([O-])(=S)=O.[Na+].[Na+].CO. The catalyst class is: 22. Product: [F:1][C:2]1[CH:3]=[CH:4][C:5]([C:8]([O:10][CH3:11])=[O:9])=[N+:6]([O-:20])[CH:7]=1. (5) Reactant: [C:1]([OH:7])([C:3]([F:6])([F:5])[F:4])=[O:2].C(OC([N:15]1[CH2:20][CH2:19][N:18]([C:21](=[O:38])[CH2:22][NH:23][C:24]([C:26]2[CH:31]=[CH:30][C:29]([C:32]3[CH:37]=[CH:36][CH:35]=[CH:34][CH:33]=3)=[CH:28][CH:27]=2)=[O:25])[CH2:17][CH2:16]1)=O)(C)(C)C. Product: [OH:7][C:1]([C:3]([F:6])([F:5])[F:4])=[O:2].[O:38]=[C:21]([N:18]1[CH2:19][CH2:20][NH:15][CH2:16][CH2:17]1)[CH2:22][NH:23][C:24]([C:26]1[CH:27]=[CH:28][C:29]([C:32]2[CH:37]=[CH:36][CH:35]=[CH:34][CH:33]=2)=[CH:30][CH:31]=1)=[O:25]. The catalyst class is: 2. (6) Reactant: C[O:2][C:3](=[O:30])[CH2:4][O:5][C:6]1[CH:15]=[CH:14][C:13]([Cl:16])=[C:12]2[C:7]=1[C:8]([CH3:29])=[C:9]([CH2:21][C:22]1[CH:27]=[CH:26][C:25]([F:28])=[CH:24][CH:23]=1)[C:10]([O:17][CH:18]([CH3:20])[CH3:19])=[N:11]2.CO.[OH-].[Na+]. Product: [Cl:16][C:13]1[CH:14]=[CH:15][C:6]([O:5][CH2:4][C:3]([OH:30])=[O:2])=[C:7]2[C:12]=1[N:11]=[C:10]([O:17][CH:18]([CH3:20])[CH3:19])[C:9]([CH2:21][C:22]1[CH:27]=[CH:26][C:25]([F:28])=[CH:24][CH:23]=1)=[C:8]2[CH3:29]. The catalyst class is: 106. (7) Reactant: C([O:3][CH2:4][CH2:5][O:6][NH:7][C:8]([C:10]1[CH:18]=[CH:17][C:13]2[CH:14]=[N:15][S:16][C:12]=2[C:11]=1[NH:19][C:20]1[CH:25]=[CH:24][C:23]([Br:26])=[CH:22][C:21]=1[F:27])=[O:9])=C.Cl. Product: [OH:3][CH2:4][CH2:5][O:6][NH:7][C:8]([C:10]1[CH:18]=[CH:17][C:13]2[CH:14]=[N:15][S:16][C:12]=2[C:11]=1[NH:19][C:20]1[CH:25]=[CH:24][C:23]([Br:26])=[CH:22][C:21]=1[F:27])=[O:9]. The catalyst class is: 5.